Dataset: Peptide-MHC class II binding affinity with 134,281 pairs from IEDB. Task: Regression. Given a peptide amino acid sequence and an MHC pseudo amino acid sequence, predict their binding affinity value. This is MHC class II binding data. The peptide sequence is LQFNQMMNPSHVKFL. The MHC is DRB1_1101 with pseudo-sequence DRB1_1101. The binding affinity (normalized) is 0.664.